This data is from TCR-epitope binding with 47,182 pairs between 192 epitopes and 23,139 TCRs. The task is: Binary Classification. Given a T-cell receptor sequence (or CDR3 region) and an epitope sequence, predict whether binding occurs between them. (1) The epitope is FLPRVFSAV. The TCR CDR3 sequence is CASNEGFGNEQFF. Result: 0 (the TCR does not bind to the epitope). (2) The epitope is KTSVDCTMYI. The TCR CDR3 sequence is CASRPTSRGPDTQYF. Result: 1 (the TCR binds to the epitope). (3) The epitope is LLFNKVTLA. The TCR CDR3 sequence is CASSYSGGAYNEQFF. Result: 0 (the TCR does not bind to the epitope). (4) The epitope is EIYKRWII. The TCR CDR3 sequence is CASSEAATGRGNQPQHF. Result: 1 (the TCR binds to the epitope).